The task is: Predict the reactants needed to synthesize the given product.. This data is from Full USPTO retrosynthesis dataset with 1.9M reactions from patents (1976-2016). Given the product [Cl:10][C:2]1[S:3][CH:4]=[C:5]([C:7]([OH:9])=[O:8])[N:6]=1, predict the reactants needed to synthesize it. The reactants are: N[C:2]1[S:3][CH:4]=[C:5]([C:7]([OH:9])=[O:8])[N:6]=1.[ClH:10].N([O-])=O.[Na+].O.